Dataset: Choline transporter screen with 302,306 compounds. Task: Binary Classification. Given a drug SMILES string, predict its activity (active/inactive) in a high-throughput screening assay against a specified biological target. (1) The molecule is S(=O)(=O)(N)c1c2c3c(n(c(=O)c3ccc2)C)cc1. The result is 0 (inactive). (2) The compound is Clc1cc(C(=O)CNC(=O)c2c(ccnc2)C(F)(F)F)ccc1. The result is 0 (inactive). (3) The result is 0 (inactive). The molecule is S(c1oc(nn1)Cn1c2c(nc1)cccc2)CC(=O)Nc1c(OC)cccc1. (4) The drug is S(=O)(=O)(Nc1c(cc(O)c(c1)C)C)c1ccc(cc1)C. The result is 0 (inactive). (5) The compound is S(=O)(=O)(NC(CC)C(Oc1cc2oc(=O)c3c(CCC3)c2cc1)=O)c1ccc(cc1)C. The result is 0 (inactive).